From a dataset of Forward reaction prediction with 1.9M reactions from USPTO patents (1976-2016). Predict the product of the given reaction. (1) Given the reactants [C:1]1([CH3:10])[CH:6]=[CH:5][CH:4]=[C:3]([C:7]([NH2:9])=[O:8])[CH:2]=1.[N:11]([C@H:14]([C:16]1[CH:17]=[N:18][CH:19]=[C:20](Br)[CH:21]=1)[CH3:15])=[N+:12]=[N-:13].CN(C)CCN.C(=O)([O-])[O-].[K+].[K+], predict the reaction product. The product is: [N:11]([C@H:14]([C:16]1[CH:21]=[C:20]([NH:9][C:7](=[O:8])[C:3]2[CH:4]=[CH:5][CH:6]=[C:1]([CH3:10])[CH:2]=2)[CH:19]=[N:18][CH:17]=1)[CH3:15])=[N+:12]=[N-:13]. (2) The product is: [O:13]=[C:12]1[N:7]2[C:8]([CH:2]([NH:1][C:26]([C:21]3[CH:22]=[CH:23][CH:24]=[CH:25][N:20]=3)=[O:27])[CH2:3][O:4][CH2:5][CH2:6]2)=[N:9][C:10]([C:14]2[CH:19]=[CH:18][N:17]=[CH:16][CH:15]=2)=[CH:11]1. Given the reactants [NH2:1][CH:2]1[C:8]2=[N:9][C:10]([C:14]3[CH:19]=[CH:18][N:17]=[CH:16][CH:15]=3)=[CH:11][C:12](=[O:13])[N:7]2[CH2:6][CH2:5][O:4][CH2:3]1.[N:20]1[CH:25]=[CH:24][CH:23]=[CH:22][C:21]=1[C:26](O)=[O:27].C(OC(N1CCC2C(=CC(C(O)=O)=CC=2)C1)=O)(C)(C)C, predict the reaction product. (3) Given the reactants [CH3:1][O:2][C:3]1[CH:4]=[C:5]([N:9]2[C@H:16]3[C@H:11]([CH2:12][CH2:13][NH:14][CH2:15]3)[CH2:10]2)[CH:6]=[N:7][CH:8]=1.[C:17]([OH:24])(=[O:23])/[CH:18]=[CH:19]/[C:20]([OH:22])=[O:21], predict the reaction product. The product is: [C:17]([OH:24])(=[O:23])/[CH:18]=[CH:19]/[C:20]([OH:22])=[O:21].[CH3:1][O:2][C:3]1[CH:4]=[C:5]([N:9]2[C@H:16]3[C@H:11]([CH2:12][CH2:13][NH:14][CH2:15]3)[CH2:10]2)[CH:6]=[N:7][CH:8]=1.